Dataset: Full USPTO retrosynthesis dataset with 1.9M reactions from patents (1976-2016). Task: Predict the reactants needed to synthesize the given product. (1) Given the product [CH3:53][N:2]([CH3:1])[CH2:3][CH2:4][NH:5][C:6]([C@:8]12[CH2:46][CH2:45][C@@H:44]([C:47]([CH2:49][N:50]([CH3:51])[CH3:52])=[CH2:48])[C@@H:9]1[C@@H:10]1[C@@:23]([CH3:26])([CH2:24][CH2:25]2)[C@@:22]2([CH3:27])[C@@H:13]([C@:14]3([CH3:43])[C@@H:19]([CH2:20][CH2:21]2)[C:18]([CH3:29])([CH3:28])[C:17]([C:30]2[CH:31]=[CH:32][C:33]([C:34]([OH:36])=[O:35])=[CH:41][CH:42]=2)=[CH:16][CH2:15]3)[CH2:12][CH2:11]1)=[O:7], predict the reactants needed to synthesize it. The reactants are: [CH3:1][N:2]([CH3:53])[CH2:3][CH2:4][NH:5][C:6]([C@:8]12[CH2:46][CH2:45][C@@H:44]([C:47]([CH2:49][N:50]([CH3:52])[CH3:51])=[CH2:48])[C@@H:9]1[C@@H:10]1[C@@:23]([CH3:26])([CH2:24][CH2:25]2)[C@@:22]2([CH3:27])[C@@H:13]([C@:14]3([CH3:43])[C@@H:19]([CH2:20][CH2:21]2)[C:18]([CH3:29])([CH3:28])[C:17]([C:30]2[CH:42]=[CH:41][C:33]([C:34]([O:36]C(C)(C)C)=[O:35])=[CH:32][CH:31]=2)=[CH:16][CH2:15]3)[CH2:12][CH2:11]1)=[O:7].C(O)(C(F)(F)F)=O. (2) Given the product [CH:18]1([CH2:21][O:22][C:23]2[CH:28]=[CH:27][CH:26]=[C:25]([F:29])[C:24]=2[C:15]2[N:14]([CH3:17])[CH:13]=[N:12][C:11]=2[C:7]2[CH:6]=[C:5]([C:3]([OH:2])=[O:4])[CH:10]=[CH:9][N:8]=2)[CH2:19][CH2:20]1, predict the reactants needed to synthesize it. The reactants are: C[O:2][C:3]([C:5]1[CH:10]=[CH:9][N:8]=[C:7]([C:11]2[N:12]=[CH:13][N:14]([CH3:17])[C:15]=2Br)[CH:6]=1)=[O:4].[CH:18]1([CH2:21][O:22][C:23]2[CH:28]=[CH:27][CH:26]=[C:25]([F:29])[C:24]=2B(O)O)[CH2:20][CH2:19]1. (3) Given the product [C:22]([O:26][C:27]([N:29]1[CH2:34][CH2:33][CH:32]([CH2:35][CH2:36][NH:37][C:15]2[N:14]=[C:13]([C:11]3[S:10][C:9]4[CH:21]=[C:5]([C:3](=[O:4])[NH:2][CH3:1])[CH:6]=[CH:7][C:8]=4[CH:12]=3)[C:18]([CH3:19])=[CH:17][N:16]=2)[CH2:31][CH2:30]1)=[O:28])([CH3:25])([CH3:24])[CH3:23], predict the reactants needed to synthesize it. The reactants are: [CH3:1][NH:2][C:3]([C:5]1[CH:6]=[CH:7][C:8]2[CH:12]=[C:11]([C:13]3[C:18]([CH3:19])=[CH:17][N:16]=[C:15](Cl)[N:14]=3)[S:10][C:9]=2[CH:21]=1)=[O:4].[C:22]([O:26][C:27]([N:29]1[CH2:34][CH2:33][CH:32]([CH2:35][CH2:36][NH2:37])[CH2:31][CH2:30]1)=[O:28])([CH3:25])([CH3:24])[CH3:23].C(N(C(C)C)CC)(C)C. (4) Given the product [Br:21][C:14]1[C:13]([N:15]2[CH2:16][CH2:17][CH2:18][CH2:19][CH2:20]2)=[N:12][N:6]2[C:7]([Si:8]([CH3:11])([CH3:10])[CH3:9])=[C:2]([Cl:1])[CH:3]=[CH:4][C:5]=12, predict the reactants needed to synthesize it. The reactants are: [Cl:1][C:2]1[CH:3]=[CH:4][C:5]2[N:6]([N:12]=[C:13]([N:15]3[CH2:20][CH2:19][CH2:18][CH2:17][CH2:16]3)[CH:14]=2)[C:7]=1[Si:8]([CH3:11])([CH3:10])[CH3:9].[Br:21]N1C(=O)CCC1=O.C(=O)(O)[O-].[Na+]. (5) Given the product [NH2:13][CH2:12][CH2:11][NH:14][C:3]([C:5]1([C:9]#[N:10])[CH2:8][CH2:7][CH2:6]1)=[O:4], predict the reactants needed to synthesize it. The reactants are: CO[C:3]([C:5]1([C:9]#[N:10])[CH2:8][CH2:7][CH2:6]1)=[O:4].[CH2:11]([NH2:14])[CH2:12][NH2:13].Cl.